Predict the reactants needed to synthesize the given product. From a dataset of Full USPTO retrosynthesis dataset with 1.9M reactions from patents (1976-2016). Given the product [CH:24]1[CH:25]=[C:26]2[C:17]([C:15]3[C:14]([NH:20][C:21]2=[CH:22][CH:23]=1)=[CH:13][C:9]1[C:10]([C:7]2[C:2]([NH:1][C:8]=1[CH:16]=3)=[CH:3][CH:4]=[CH:5][CH:6]=2)=[O:11])=[O:18], predict the reactants needed to synthesize it. The reactants are: [NH:1]([C:8]1[CH:16]=[C:15]([C:17](O)=[O:18])[C:14]([NH:20][C:21]2[CH:26]=[CH:25][CH:24]=[CH:23][CH:22]=2)=[CH:13][C:9]=1[C:10](O)=[O:11])[C:2]1[CH:7]=[CH:6][CH:5]=[CH:4][CH:3]=1.CO.